Dataset: Reaction yield outcomes from USPTO patents with 853,638 reactions. Task: Predict the reaction yield, written as a fraction of the theoretical maximum amount of product (1.0 means a 100% yield; for example, 0.34 means a 34% yield). (1) The catalyst is CCO.[Pd]. The yield is 0.880. The reactants are Br[C:2]1[C:11]2[O:10][CH:9]([CH2:12][O:13][C:14]([F:17])([F:16])[F:15])[CH2:8][O:7][C:6]=2[C:5](Br)=[C:4]([C:19]([O:21][CH3:22])=[O:20])[C:3]=1Br.C([O-])=O.[NH4+]. The product is [F:17][C:14]([F:15])([F:16])[O:13][CH2:12][CH:9]1[O:10][C:11]2[CH:2]=[CH:3][C:4]([C:19]([O:21][CH3:22])=[O:20])=[CH:5][C:6]=2[O:7][CH2:8]1. (2) The reactants are [CH2:1]([N:8]1[CH2:13][CH2:12][CH2:11][C@H:10]([NH:14][CH3:15])[CH2:9]1)[C:2]1[CH:7]=[CH:6][CH:5]=[CH:4][CH:3]=1.Cl[C:17]1[N:22]=[CH:21][N:20]=[C:19]2[N:23]([CH2:26][O:27][CH2:28][CH2:29][Si:30]([CH3:33])([CH3:32])[CH3:31])[N:24]=[CH:25][C:18]=12.CCN(C(C)C)C(C)C. The catalyst is CN(C=O)C.CCOC(C)=O. The product is [CH2:1]([N:8]1[CH2:13][CH2:12][CH2:11][C@H:10]([N:14]([CH3:15])[C:17]2[N:22]=[CH:21][N:20]=[C:19]3[N:23]([CH2:26][O:27][CH2:28][CH2:29][Si:30]([CH3:33])([CH3:32])[CH3:31])[N:24]=[CH:25][C:18]=23)[CH2:9]1)[C:2]1[CH:3]=[CH:4][CH:5]=[CH:6][CH:7]=1. The yield is 0.490. (3) The catalyst is ClCCl. The reactants are C([O:5][C:6]([CH:8]1[CH:12]([C:13]2[CH:18]=[CH:17][CH:16]=[C:15]([Cl:19])[C:14]=2[F:20])[C:11]([C:23]2[CH:28]=[CH:27][C:26]([Cl:29])=[CH:25][C:24]=2[F:30])([C:21]#[N:22])[CH:10]([CH2:31][C:32]([C:35]2[CH2:36][CH2:37][N:38]([CH2:41][C:42]3[CH:47]=[CH:46][CH:45]=[CH:44][CH:43]=3)[CH2:39][CH:40]=2)([CH3:34])[CH3:33])[NH:9]1)=[O:7])(C)(C)C.[F:48][C:49]([F:54])([F:53])[C:50]([OH:52])=[O:51]. The yield is 0.980. The product is [F:48][C:49]([F:54])([F:53])[C:50]([OH:52])=[O:51].[CH2:41]([N:38]1[CH2:37][CH:36]=[C:35]([C:32]([CH3:34])([CH3:33])[CH2:31][CH:10]2[NH:9][CH:8]([C:6]([OH:7])=[O:5])[CH:12]([C:13]3[CH:18]=[CH:17][CH:16]=[C:15]([Cl:19])[C:14]=3[F:20])[C:11]2([C:23]2[CH:28]=[CH:27][C:26]([Cl:29])=[CH:25][C:24]=2[F:30])[C:21]#[N:22])[CH2:40][CH2:39]1)[C:42]1[CH:47]=[CH:46][CH:45]=[CH:44][CH:43]=1. (4) The reactants are [F:1][C:2]1[CH:3]=[C:4]([C:10]2[C:15]([C:16]3[CH:21]=[CH:20][C:19]([O:22][CH3:23])=[CH:18][CH:17]=3)=[N:14][NH:13][C:12](=[O:24])[CH:11]=2)[CH:5]=[CH:6][C:7]=1[O:8][CH3:9].[CH2:25](Br)[C:26]1[CH:31]=[CH:30][CH:29]=[CH:28][CH:27]=1. No catalyst specified. The product is [CH2:25]([N:13]1[C:12](=[O:24])[CH:11]=[C:10]([C:4]2[CH:5]=[CH:6][C:7]([O:8][CH3:9])=[C:2]([F:1])[CH:3]=2)[C:15]([C:16]2[CH:17]=[CH:18][C:19]([O:22][CH3:23])=[CH:20][CH:21]=2)=[N:14]1)[C:26]1[CH:31]=[CH:30][CH:29]=[CH:28][CH:27]=1. The yield is 0.956. (5) The reactants are [CH3:1][C:2]1[CH:3]=[N:4][CH:5]=[C:6]([CH:16]=1)[C:7]([NH:9][CH:10]1[CH2:15][CH2:14][NH:13][CH2:12][CH2:11]1)=[O:8].[CH2:17]([O:19][C:20]1[CH:21]=[C:22]([CH:25]=[CH:26][C:27]=1[CH3:28])[CH:23]=O)[CH3:18]. No catalyst specified. The product is [CH2:17]([O:19][C:20]1[CH:21]=[C:22]([CH:25]=[CH:26][C:27]=1[CH3:28])[CH2:23][N:13]1[CH2:12][CH2:11][CH:10]([NH:9][C:7](=[O:8])[C:6]2[CH:16]=[C:2]([CH3:1])[CH:3]=[N:4][CH:5]=2)[CH2:15][CH2:14]1)[CH3:18]. The yield is 0.350. (6) The reactants are ClC(Cl)(O[C:5](=[O:11])OC(Cl)(Cl)Cl)Cl.[C:13]1([S:19][C:20]2[CH:25]=[CH:24][CH:23]=[CH:22][C:21]=2[NH2:26])[CH:18]=[CH:17][CH:16]=[CH:15][CH:14]=1. The catalyst is O1CCOCC1. The product is [N:26]([C:21]1[CH:22]=[CH:23][CH:24]=[CH:25][C:20]=1[S:19][C:13]1[CH:14]=[CH:15][CH:16]=[CH:17][CH:18]=1)=[C:5]=[O:11]. The yield is 0.670. (7) The reactants are [N:1]1[C:6]2[CH2:7][NH:8][CH2:9][C:5]=2[C:4]([O:10][C:11]2[CH:12]=[C:13]3[C:17](=[CH:18][CH:19]=2)[N:16]([C:20]([NH:22][C:23]2[CH:28]=[CH:27][CH:26]=[C:25]([C:29]([F:32])([F:31])[F:30])[CH:24]=2)=[O:21])[CH:15]=[CH:14]3)=[N:3][CH:2]=1.Br[CH2:34][C:35]([O:37]C(C)(C)C)=[O:36].CN([CH:45]=[O:46])C. No catalyst specified. The product is [C:45]([OH:46])([C:29]([F:32])([F:31])[F:30])=[O:36].[F:32][C:29]([F:31])([F:30])[C:25]1[CH:24]=[C:23]([NH:22][C:20]([N:16]2[C:17]3[C:13](=[CH:12][C:11]([O:10][C:4]4[C:5]5[CH2:9][N:8]([CH2:34][C:35]([OH:37])=[O:36])[CH2:7][C:6]=5[N:1]=[CH:2][N:3]=4)=[CH:19][CH:18]=3)[CH:14]=[CH:15]2)=[O:21])[CH:28]=[CH:27][CH:26]=1. The yield is 0.00100.